From a dataset of Catalyst prediction with 721,799 reactions and 888 catalyst types from USPTO. Predict which catalyst facilitates the given reaction. (1) Reactant: [O-]CC.[Na+].Cl.[C:6]([NH2:9])(=[NH:8])[CH3:7].O=[C:11]1[CH:16]([C:17](=O)[C:18]([F:21])([F:20])[F:19])[CH2:15][CH2:14][N:13]([C:23]([O:25][C:26]([CH3:29])([CH3:28])[CH3:27])=[O:24])[CH2:12]1. Product: [CH3:7][C:6]1[N:8]=[C:17]([C:18]([F:21])([F:20])[F:19])[C:16]2[CH2:15][CH2:14][N:13]([C:23]([O:25][C:26]([CH3:29])([CH3:27])[CH3:28])=[O:24])[CH2:12][C:11]=2[N:9]=1. The catalyst class is: 8. (2) Reactant: [CH3:1][C:2]([CH3:62])([CH3:61])[C@H:3]([N:45]1[CH2:49][CH2:48][N:47]([CH2:50][C:51]2[CH:56]=[CH:55][CH:54]=[C:53]([N+:57]([O-])=O)[CH:52]=2)[C:46]1=[O:60])[C:4]([NH:6][C@@H:7]([CH2:38][C:39]1[CH:44]=[CH:43][CH:42]=[CH:41][CH:40]=1)[C@@H:8]([OH:37])[CH2:9][C@@H:10]([NH:24][C:25]([C@@H:27]([NH:32][C:33](=[O:36])[O:34][CH3:35])[C:28]([CH3:31])([CH3:30])[CH3:29])=[O:26])[CH2:11][C:12]1[CH:17]=[CH:16][C:15]([C:18]2[CH:23]=[CH:22][CH:21]=[CH:20][N:19]=2)=[CH:14][CH:13]=1)=[O:5]. Product: [NH2:57][C:53]1[CH:52]=[C:51]([CH:56]=[CH:55][CH:54]=1)[CH2:50][N:47]1[CH2:48][CH2:49][N:45]([C@@H:3]([C:2]([CH3:61])([CH3:1])[CH3:62])[C:4]([NH:6][C@@H:7]([CH2:38][C:39]2[CH:44]=[CH:43][CH:42]=[CH:41][CH:40]=2)[C@@H:8]([OH:37])[CH2:9][C@@H:10]([NH:24][C:25]([C@@H:27]([NH:32][C:33](=[O:36])[O:34][CH3:35])[C:28]([CH3:31])([CH3:30])[CH3:29])=[O:26])[CH2:11][C:12]2[CH:13]=[CH:14][C:15]([C:18]3[CH:23]=[CH:22][CH:21]=[CH:20][N:19]=3)=[CH:16][CH:17]=2)=[O:5])[C:46]1=[O:60]. The catalyst class is: 29.